The task is: Predict the reaction yield, written as a fraction of the theoretical maximum amount of product (1.0 means a 100% yield; for example, 0.34 means a 34% yield).. This data is from Reaction yield outcomes from USPTO patents with 853,638 reactions. (1) The reactants are [OH:1][C:2]1[CH:7]=[CH:6][C:5]([CH2:8][CH2:9][C:10]([OH:12])=[O:11])=[CH:4][CH:3]=1.Cl[C:14]1[CH:19]=[CH:18][N:17]=[C:16]([C:20]([NH:22][CH3:23])=[O:21])[CH:15]=1.C(=O)([O-])[O-].[Cs+].[Cs+]. The product is [CH3:23][NH:22][C:20]([C:16]1[CH:15]=[C:14]([O:1][C:2]2[CH:3]=[CH:4][C:5]([CH2:8][CH2:9][C:10]([OH:12])=[O:11])=[CH:6][CH:7]=2)[CH:19]=[CH:18][N:17]=1)=[O:21]. The yield is 0.370. The catalyst is CN(C=O)C. (2) The reactants are B(Br)(Br)Br.[Cl:5][C:6]1[CH:11]=[C:10]([O:12]C)[C:9]([Cl:14])=[CH:8][C:7]=1[CH2:15][C:16]([OH:18])=[O:17].[CH3:19]O. The catalyst is ClCCl. The product is [Cl:5][C:6]1[CH:11]=[C:10]([OH:12])[C:9]([Cl:14])=[CH:8][C:7]=1[CH2:15][C:16]([O:18][CH3:19])=[O:17]. The yield is 0.394. (3) The reactants are Cl.Cl.[N:3]1([C:9]2[CH:10]=[CH:11][C:12]3[O:16][C:15]([C:17]([O:19][CH2:20][CH3:21])=[O:18])=[CH:14][C:13]=3[CH:22]=2)[CH2:8][CH2:7][NH:6][CH2:5][CH2:4]1.[Cl:23][CH2:24][CH2:25][CH2:26][CH2:27][C:28]1[C:36]2[C:31](=[CH:32][CH:33]=[C:34]([C:37]#[N:38])[CH:35]=2)[NH:30][CH:29]=1.C(N(CC)CC)C. The catalyst is CCCC[N+](CCCC)(CCCC)CCCC.[Br-].CC(C)=O. The product is [ClH:23].[C:37]([C:34]1[CH:35]=[C:36]2[C:31](=[CH:32][CH:33]=1)[NH:30][CH:29]=[C:28]2[CH2:27][CH2:26][CH2:25][CH2:24][N:6]1[CH2:5][CH2:4][N:3]([C:9]2[CH:10]=[CH:11][C:12]3[O:16][C:15]([C:17]([O:19][CH2:20][CH3:21])=[O:18])=[CH:14][C:13]=3[CH:22]=2)[CH2:8][CH2:7]1)#[N:38]. The yield is 0.830. (4) The reactants are [Cl:1][C:2]1[CH:10]=[CH:9][C:8]([N+:11]([O-:13])=[O:12])=[CH:7][C:3]=1[C:4](Cl)=[O:5].[C:14]([C:18]1[CH:23]=[CH:22][C:21]([O:24][CH3:25])=[CH:20][CH:19]=1)([CH3:17])([CH3:16])[CH3:15]. No catalyst specified. The product is [C:14]([C:18]1[CH:23]=[CH:22][C:21]([O:24][CH3:25])=[C:20]([CH:19]=1)[C:4]([C:3]1[CH:7]=[C:8]([N+:11]([O-:13])=[O:12])[CH:9]=[CH:10][C:2]=1[Cl:1])=[O:5])([CH3:17])([CH3:15])[CH3:16]. The yield is 0.576. (5) The reactants are [NH2:1][C:2]1[CH:7]=[CH:6][N:5]=[CH:4][CH:3]=1.[OH-].[Na+].[N+:10]([C:13]1[CH:14]=[C:15]([CH:19]=[CH:20][CH:21]=1)[C:16](Cl)=[O:17])([O-:12])=[O:11]. The catalyst is ClCCl. The product is [N+:10]([C:13]1[CH:14]=[C:15]([CH:19]=[CH:20][CH:21]=1)[C:16]([NH:1][C:2]1[CH:7]=[CH:6][N:5]=[CH:4][CH:3]=1)=[O:17])([O-:12])=[O:11]. The yield is 0.500.